From a dataset of Reaction yield outcomes from USPTO patents with 853,638 reactions. Predict the reaction yield, written as a fraction of the theoretical maximum amount of product (1.0 means a 100% yield; for example, 0.34 means a 34% yield). (1) The reactants are [S:1]1([C:12]2[C:7](=[CH:8][CH:9]=[CH:10][CH:11]=2)[C:5](=[O:6])[NH:4]1)(=[O:3])=[O:2].[H-].[Na+].Br[CH2:16][CH2:17][CH2:18][CH2:19][O:20][C:21]1[CH:26]=[CH:25][CH:24]=[C:23]([N+:27]([O-:29])=[O:28])[CH:22]=1. The catalyst is CN(C=O)C. The product is [N+:27]([C:23]1[CH:22]=[C:21]([CH:26]=[CH:25][CH:24]=1)[O:20][CH2:19][CH2:18][CH2:17][CH2:16][N:4]1[C:5](=[O:6])[C:7]2[C:12](=[CH:11][CH:10]=[CH:9][CH:8]=2)[S:1]1(=[O:2])=[O:3])([O-:29])=[O:28]. The yield is 0.550. (2) The catalyst is C(Cl)(Cl)Cl. The reactants are [Br:1][C:2]1[C:3]([C:8]([F:11])([F:10])[F:9])=[N:4][NH:5][C:6]=1[CH3:7].O.C1(C)C=CC(S(O)(=O)=O)=CC=1.[O:24]1[CH:29]=[CH:28][CH2:27][CH2:26][CH2:25]1. The product is [Br:1][C:2]1[C:3]([C:8]([F:9])([F:11])[F:10])=[N:4][N:5]([CH:25]2[CH2:26][CH2:27][CH2:28][CH2:29][O:24]2)[C:6]=1[CH3:7]. The yield is 0.860. (3) The reactants are [Br:1][C:2]1[CH:3]=[CH:4][C:5]([N:8]2[CH:12]=[C:11]([CH2:13][CH2:14][CH2:15][OH:16])[C:10]([C:17]([CH3:20])([CH3:19])[CH3:18])=[N:9]2)=[N:6][CH:7]=1.O[C:22]1[C:27]([CH3:28])=[CH:26][CH:25]=[CH:24][C:23]=1[CH2:29][C:30]([O:32]C)=[O:31].C(P(CCCC)CCCC)CCC.N(C(N1CCCCC1)=O)=NC(N1CCCCC1)=O. The catalyst is O1CCCC1. The product is [Br:1][C:2]1[CH:3]=[CH:4][C:5]([N:8]2[CH:12]=[C:11]([CH2:13][CH2:14][CH2:15][O:16][C:22]3[C:27]([CH3:28])=[CH:26][CH:25]=[CH:24][C:23]=3[CH2:29][C:30]([OH:32])=[O:31])[C:10]([C:17]([CH3:20])([CH3:19])[CH3:18])=[N:9]2)=[N:6][CH:7]=1. The yield is 0.530. (4) The reactants are BrC1SC2C=C(C(OCC)=O)C=CC=2N=1.FC1(F)CCNCC1.C([O-])([O-])=O.[Cs+].[Cs+].[F:30][C:31]1([F:51])[CH2:36][CH2:35][N:34]([C:37]2[S:38][C:39]3[CH:45]=[C:44]([C:46]([O:48]CC)=[O:47])[CH:43]=[CH:42][C:40]=3[N:41]=2)[CH2:33][CH2:32]1.Cl. The catalyst is CC#N.O. The yield is 0.990. The product is [F:51][C:31]1([F:30])[CH2:36][CH2:35][N:34]([C:37]2[S:38][C:39]3[CH:45]=[C:44]([C:46]([OH:48])=[O:47])[CH:43]=[CH:42][C:40]=3[N:41]=2)[CH2:33][CH2:32]1. (5) The reactants are C(OC([NH:8][C:9]([CH3:38])([CH3:37])[CH2:10][CH2:11][C:12]1[C:17]([C@H:18]2[CH2:22][CH2:21][CH2:20][N:19]2[C:23]2[CH:28]=[CH:27][N:26]3[N:29]=[CH:30][C:31]([C:32]([O:34]C)=O)=[C:25]3[N:24]=2)=[CH:16][C:15]([F:36])=[CH:14][N:13]=1)=O)(C)(C)C.[OH-].[Li+].C1C=CC2N(O)N=NC=2C=1.O.CCN=C=NCCCN(C)C.C(N(CC)CC)C. The catalyst is C1COCC1.CO.CN(C=O)C. The product is [F:36][C:15]1[CH:16]=[C:17]2[C:12](=[N:13][CH:14]=1)[CH2:11][CH2:10][C:9]([CH3:37])([CH3:38])[NH:8][C:32](=[O:34])[C:31]1=[C:25]3[N:24]=[C:23]([CH:28]=[CH:27][N:26]3[N:29]=[CH:30]1)[N:19]1[C@@H:18]2[CH2:22][CH2:21][CH2:20]1. The yield is 0.483.